From a dataset of Reaction yield outcomes from USPTO patents with 853,638 reactions. Predict the reaction yield, written as a fraction of the theoretical maximum amount of product (1.0 means a 100% yield; for example, 0.34 means a 34% yield). (1) The reactants are [CH:1](=[O:19])[CH2:2][CH2:3][CH2:4][CH2:5][CH2:6][CH2:7][CH2:8][CH2:9][CH2:10][CH2:11][CH2:12][CH2:13][CH2:14][CH2:15][CH2:16][CH2:17][CH3:18].[N+:20]([CH3:23])([O-:22])=[O:21]. The catalyst is CCOCC. The product is [N+:20]([CH2:23][CH:1]([OH:19])[CH2:2][CH2:3][CH2:4][CH2:5][CH2:6][CH2:7][CH2:8][CH2:9][CH2:10][CH2:11][CH2:12][CH2:13][CH2:14][CH2:15][CH2:16][CH2:17][CH3:18])([O-:22])=[O:21]. The yield is 0.890. (2) The reactants are [CH3:1][C:2]1[C:7]([OH:8])=[CH:6][CH:5]=[CH:4][N:3]=1.[H-].[Na+].[Br:11][C:12]1[CH:13]=[C:14]([N+]([O-])=O)[C:15]([C:18]#[N:19])=[N:16][CH:17]=1.O. The catalyst is CN(C=O)C. The product is [Br:11][C:12]1[CH:13]=[C:14]([O:8][C:7]2[C:2]([CH3:1])=[N:3][CH:4]=[CH:5][CH:6]=2)[C:15]([C:18]#[N:19])=[N:16][CH:17]=1. The yield is 0.480.